Dataset: NCI-60 drug combinations with 297,098 pairs across 59 cell lines. Task: Regression. Given two drug SMILES strings and cell line genomic features, predict the synergy score measuring deviation from expected non-interaction effect. (1) Drug 1: C1=CC=C(C(=C1)C(C2=CC=C(C=C2)Cl)C(Cl)Cl)Cl. Drug 2: CC(C)(C#N)C1=CC(=CC(=C1)CN2C=NC=N2)C(C)(C)C#N. Cell line: BT-549. Synergy scores: CSS=-0.150, Synergy_ZIP=-0.565, Synergy_Bliss=-2.79, Synergy_Loewe=-2.24, Synergy_HSA=-2.62. (2) Drug 1: C1=CC=C(C=C1)NC(=O)CCCCCCC(=O)NO. Drug 2: CC(C)NC(=O)C1=CC=C(C=C1)CNNC.Cl. Cell line: SF-295. Synergy scores: CSS=-0.300, Synergy_ZIP=-1.45, Synergy_Bliss=-4.24, Synergy_Loewe=-7.79, Synergy_HSA=-7.93.